This data is from Forward reaction prediction with 1.9M reactions from USPTO patents (1976-2016). The task is: Predict the product of the given reaction. Given the reactants CC1C=CC(S(O[C:12]2[CH:21]=[CH:20][C:19]3[C:18](=[O:22])[CH2:17][CH2:16][CH2:15][C:14]=3[CH:13]=2)(=O)=O)=CC=1.[C:23]1([S:29][S:29][C:23]2[CH:28]=[CH:27][CH:26]=[CH:25][CH:24]=2)[CH:28]=[CH:27][CH:26]=[CH:25][CH:24]=1, predict the reaction product. The product is: [C:23]1([S:29][C:12]2[CH:13]=[C:14]3[C:19](=[CH:20][CH:21]=2)[C:18](=[O:22])[CH2:17][CH2:16][CH2:15]3)[CH:28]=[CH:27][CH:26]=[CH:25][CH:24]=1.